From a dataset of Forward reaction prediction with 1.9M reactions from USPTO patents (1976-2016). Predict the product of the given reaction. (1) Given the reactants Br[CH2:2][CH2:3][CH2:4][CH2:5][N:6]1[C:10](=[O:11])[CH:9]2[CH2:12][CH2:13][CH2:14][N:8]2[C:7]1=[O:15].[CH3:16][C@@H:17]1[NH:22][CH2:21][CH2:20][N:19]([C:23]2[C:32]3[C:27](=[CH:28][CH:29]=[CH:30][CH:31]=3)[C:26]([N+:33]([O-:35])=[O:34])=[CH:25][CH:24]=2)[CH2:18]1, predict the reaction product. The product is: [CH3:16][C@H:17]1[CH2:18][N:19]([C:23]2[C:32]3[C:27](=[CH:28][CH:29]=[CH:30][CH:31]=3)[C:26]([N+:33]([O-:35])=[O:34])=[CH:25][CH:24]=2)[CH2:20][CH2:21][N:22]1[CH2:2][CH2:3][CH2:4][CH2:5][N:6]1[C:10](=[O:11])[CH:9]2[CH2:12][CH2:13][CH2:14][N:8]2[C:7]1=[O:15]. (2) Given the reactants [BH4-].[Na+].[Cl:3][C:4]1[CH:5]=[C:6]([CH:15]=[CH:16][C:17]=1[N+:18]([O-:20])=[O:19])[C:7]([C:9]1[CH:14]=[CH:13][CH:12]=[CH:11][CH:10]=1)=O.C([SiH](CC)CC)C.C(=O)([O-])[O-].[Na+].[Na+], predict the reaction product. The product is: [Cl:3][C:4]1[CH:5]=[C:6]([CH2:7][C:9]2[CH:14]=[CH:13][CH:12]=[CH:11][CH:10]=2)[CH:15]=[CH:16][C:17]=1[N+:18]([O-:20])=[O:19].